From a dataset of Forward reaction prediction with 1.9M reactions from USPTO patents (1976-2016). Predict the product of the given reaction. Given the reactants [C:1]([Si:5]([O:8][C:9]1[C:14]([CH:15]=[CH2:16])=[CH:13][CH:12]=[CH:11][C:10]=1[F:17])([CH3:7])[CH3:6])([CH3:4])([CH3:3])[CH3:2].[H][H], predict the reaction product. The product is: [C:1]([Si:5]([O:8][C:9]1[C:10]([F:17])=[CH:11][CH:12]=[CH:13][C:14]=1[CH2:15][CH3:16])([CH3:7])[CH3:6])([CH3:4])([CH3:3])[CH3:2].